From a dataset of Catalyst prediction with 721,799 reactions and 888 catalyst types from USPTO. Predict which catalyst facilitates the given reaction. Reactant: Cl.[NH2:2][CH:3]([C:9]([O:11][CH2:12][CH3:13])=[O:10])[C:4]([O:6][CH2:7][CH3:8])=[O:5].[CH3:14][N:15]1[CH:19]=[C:18]([C:20](O)=[O:21])[C:17]([C:23]([F:26])([F:25])[F:24])=[N:16]1.C(N(CC)CC)C.O=C1N(P(Cl)(N2CCOC2=O)=O)CCO1. Product: [CH3:14][N:15]1[CH:19]=[C:18]([C:20]([NH:2][CH:3]([C:4]([O:6][CH2:7][CH3:8])=[O:5])[C:9]([O:11][CH2:12][CH3:13])=[O:10])=[O:21])[C:17]([C:23]([F:24])([F:25])[F:26])=[N:16]1. The catalyst class is: 168.